The task is: Predict the reaction yield, written as a fraction of the theoretical maximum amount of product (1.0 means a 100% yield; for example, 0.34 means a 34% yield).. This data is from Reaction yield outcomes from USPTO patents with 853,638 reactions. The reactants are [NH2:1][CH2:2][C@@:3]1([OH:11])[CH:8]2[CH2:9][CH2:10][N:5]([CH2:6][CH2:7]2)[CH2:4]1.CCN(C(C)C)C(C)C.C([O-])([O-])=O.[Cs+].[Cs+].[O:27]1[C:31]2[CH:32]=[CH:33][CH:34]=[CH:35][C:30]=2[N:29]=[C:28]1[N:36]=[C:37](SC)SC. The catalyst is CN(C=O)C. The product is [O:27]1[C:31]2[CH:32]=[CH:33][CH:34]=[CH:35][C:30]=2[N:29]=[C:28]1[NH:36][C:37]1[O:11][C@:3]2([CH2:2][N:1]=1)[CH:8]1[CH2:7][CH2:6][N:5]([CH2:10][CH2:9]1)[CH2:4]2. The yield is 0.900.